Dataset: NCI-60 drug combinations with 297,098 pairs across 59 cell lines. Task: Regression. Given two drug SMILES strings and cell line genomic features, predict the synergy score measuring deviation from expected non-interaction effect. (1) Drug 1: CC1CCC2CC(C(=CC=CC=CC(CC(C(=O)C(C(C(=CC(C(=O)CC(OC(=O)C3CCCCN3C(=O)C(=O)C1(O2)O)C(C)CC4CCC(C(C4)OC)OCCO)C)C)O)OC)C)C)C)OC. Drug 2: C1=NNC2=C1C(=O)NC=N2. Cell line: NCI-H322M. Synergy scores: CSS=-0.517, Synergy_ZIP=-0.801, Synergy_Bliss=-0.821, Synergy_Loewe=-4.58, Synergy_HSA=-2.07. (2) Drug 1: CC1CCCC2(C(O2)CC(NC(=O)CC(C(C(=O)C(C1O)C)(C)C)O)C(=CC3=CSC(=N3)C)C)C. Drug 2: B(C(CC(C)C)NC(=O)C(CC1=CC=CC=C1)NC(=O)C2=NC=CN=C2)(O)O. Cell line: SK-MEL-28. Synergy scores: CSS=67.9, Synergy_ZIP=1.05, Synergy_Bliss=0.480, Synergy_Loewe=-0.461, Synergy_HSA=0.175. (3) Drug 1: C1=CC(=CC=C1CC(C(=O)O)N)N(CCCl)CCCl.Cl. Drug 2: CC1C(C(CC(O1)OC2CC(CC3=C2C(=C4C(=C3O)C(=O)C5=C(C4=O)C(=CC=C5)OC)O)(C(=O)CO)O)N)O.Cl. Cell line: MDA-MB-435. Synergy scores: CSS=45.3, Synergy_ZIP=1.90, Synergy_Bliss=5.12, Synergy_Loewe=-34.4, Synergy_HSA=1.35. (4) Drug 1: C1CC2CC3=C(CC1C24CN(S(=O)(=O)N4)CC(F)(F)F)C=CC(=C3)C=CCN5CCC(CC5)C(F)(F)F. Drug 2: CN(C)C(=N)N=C(N)N. Cell line: NCIH23. Synergy scores: CSS=18.0, Synergy_ZIP=2.81, Synergy_Bliss=5.82, Synergy_Loewe=5.55, Synergy_HSA=6.67. (5) Drug 1: CCC(=C(C1=CC=CC=C1)C2=CC=C(C=C2)OCCN(C)C)C3=CC=CC=C3.C(C(=O)O)C(CC(=O)O)(C(=O)O)O. Drug 2: CC1=C(C(=O)C2=C(C1=O)N3CC4C(C3(C2COC(=O)N)OC)N4)N. Cell line: NCI-H460. Synergy scores: CSS=42.0, Synergy_ZIP=1.81, Synergy_Bliss=-1.55, Synergy_Loewe=-36.2, Synergy_HSA=-1.62. (6) Synergy scores: CSS=58.9, Synergy_ZIP=-3.65, Synergy_Bliss=-4.58, Synergy_Loewe=-6.50, Synergy_HSA=-2.48. Drug 1: CC1CCC2CC(C(=CC=CC=CC(CC(C(=O)C(C(C(=CC(C(=O)CC(OC(=O)C3CCCCN3C(=O)C(=O)C1(O2)O)C(C)CC4CCC(C(C4)OC)OCCO)C)C)O)OC)C)C)C)OC. Drug 2: CS(=O)(=O)OCCCCOS(=O)(=O)C. Cell line: MOLT-4. (7) Drug 1: C(CC(=O)O)C(=O)CN.Cl. Drug 2: CC1=C(C(=O)C2=C(C1=O)N3CC4C(C3(C2COC(=O)N)OC)N4)N. Cell line: A549. Synergy scores: CSS=23.1, Synergy_ZIP=-4.70, Synergy_Bliss=-6.52, Synergy_Loewe=-37.3, Synergy_HSA=-7.74.